Dataset: Forward reaction prediction with 1.9M reactions from USPTO patents (1976-2016). Task: Predict the product of the given reaction. (1) The product is: [Cl:1][C:2]1[CH:7]=[C:6]([F:8])[CH:5]=[CH:4][C:3]=1[C:28]([C:17]1[C:16]([F:15])=[C:21]([C:22]2[CH:23]=[N:24][CH:25]=[N:26][CH:27]=2)[CH:20]=[CH:19][N:18]=1)=[O:31]. Given the reactants [Cl:1][C:2]1[CH:7]=[C:6]([F:8])[CH:5]=[CH:4][C:3]=1I.C([Mg]Cl)(C)C.[F:15][C:16]1[C:17]([C:28]#N)=[N:18][CH:19]=[CH:20][C:21]=1[C:22]1[CH:23]=[N:24][CH:25]=[N:26][CH:27]=1.Cl.[OH-:31].[Na+], predict the reaction product. (2) Given the reactants FC(F)(F)C(O)=O.[CH3:8][O:9][C:10]1[CH:11]=[CH:12][C:13]2[C:22]3[NH:21][CH2:20][CH2:19][CH2:18][C:17]=3[C:16](=[O:23])[N:15](CC3C=CC(OC)=CC=3)[C:14]=2[CH:33]=1, predict the reaction product. The product is: [CH3:8][O:9][C:10]1[CH:11]=[CH:12][C:13]2[C:22]3[NH:21][CH2:20][CH2:19][CH2:18][C:17]=3[C:16](=[O:23])[NH:15][C:14]=2[CH:33]=1. (3) Given the reactants [Cl:1][C:2]1[C:7]([F:8])=[CH:6][CH:5]=[C:4]([Cl:9])[C:3]=1[CH:10]([C:12]1[C:20]2[C:15](=[N:16][CH:17]=[C:18](B3OC(C)(C)C(C)(C)O3)[CH:19]=2)[NH:14][CH:13]=1)[CH3:11].C(OC([N:37]1[CH2:40][CH:39]([N:41]2[CH:45]=[C:44](I)[CH:43]=[N:42]2)[CH2:38]1)=O)(C)(C)C.C(=O)([O-])[O-].[K+].[K+], predict the reaction product. The product is: [NH:37]1[CH2:40][CH:39]([N:41]2[CH:45]=[C:44]([C:18]3[CH:19]=[C:20]4[C:12]([CH:10]([C:3]5[C:4]([Cl:9])=[CH:5][CH:6]=[C:7]([F:8])[C:2]=5[Cl:1])[CH3:11])=[CH:13][NH:14][C:15]4=[N:16][CH:17]=3)[CH:43]=[N:42]2)[CH2:38]1. (4) Given the reactants [CH2:1]([C:3]1[CH:8]=[CH:7][C:6]([CH2:9][C:10]([O:12][CH2:13][CH3:14])=[O:11])=[CH:5][C:4]=1[O:15]C)[CH3:2].B(Br)(Br)Br, predict the reaction product. The product is: [OH:15][C:4]1[CH:5]=[C:6]([CH2:9][C:10]([O:12][CH2:13][CH3:14])=[O:11])[CH:7]=[CH:8][C:3]=1[CH2:1][CH3:2]. (5) Given the reactants CC([O-])(C)C.[Na+].[C:7]([O:11][C:12]([N:14]1[CH2:19][CH2:18][NH:17][C@@H:16]([CH:20]([CH3:22])[CH3:21])[CH2:15]1)=[O:13])([CH3:10])([CH3:9])[CH3:8].[CH2:23]([C:30]1[CH:35]=[CH:34][CH:33]=[C:32](Br)[CH:31]=1)[C:24]1[CH:29]=[CH:28][CH:27]=[CH:26][CH:25]=1.C(Cl)Cl.CO, predict the reaction product. The product is: [C:7]([O:11][C:12]([N:14]1[CH2:19][CH2:18][N:17]([C:32]2[CH:33]=[CH:34][CH:35]=[C:30]([CH2:23][C:24]3[CH:29]=[CH:28][CH:27]=[CH:26][CH:25]=3)[CH:31]=2)[C@@H:16]([CH:20]([CH3:22])[CH3:21])[CH2:15]1)=[O:13])([CH3:10])([CH3:9])[CH3:8].